From a dataset of Catalyst prediction with 721,799 reactions and 888 catalyst types from USPTO. Predict which catalyst facilitates the given reaction. Reactant: [C:1]([NH:8][C@:9](N1C(=O)CCC1=O)([C:18]([OH:20])=[O:19])[CH:10](C(C)(C)C)[C:11]([OH:13])=[O:12])([O:3][C:4]([CH3:7])([CH3:6])[CH3:5])=[O:2]. Product: [NH:8]([C:1]([O:3][C:4]([CH3:5])([CH3:6])[CH3:7])=[O:2])[C@H:9]([C:18]([OH:20])=[O:19])[CH2:10][C:11](=[O:12])[O:13][C:4]([CH3:7])([CH3:6])[CH3:5]. The catalyst class is: 3.